This data is from Forward reaction prediction with 1.9M reactions from USPTO patents (1976-2016). The task is: Predict the product of the given reaction. (1) Given the reactants Br[C:2]1[CH:11]=[CH:10][C:9]2[N:8]=[CH:7][C:6]3[N:12]([CH3:23])[C:13](=[O:22])[N:14]([C:15]4[C:16]([CH3:21])=[N:17][N:18]([CH3:20])[CH:19]=4)[C:5]=3[C:4]=2[CH:3]=1.[CH3:24][O:25][C:26]1[CH:27]=[C:28](B2OC(C)(C)C(C)(C)O2)[CH:29]=[CH:30][C:31]=1[O:32][CH2:33][CH2:34][O:35][CH3:36], predict the reaction product. The product is: [CH3:20][N:18]1[CH:19]=[C:15]([N:14]2[C:5]3[C:4]4[CH:3]=[C:2]([C:28]5[CH:29]=[CH:30][C:31]([O:32][CH2:33][CH2:34][O:35][CH3:36])=[C:26]([O:25][CH3:24])[CH:27]=5)[CH:11]=[CH:10][C:9]=4[N:8]=[CH:7][C:6]=3[N:12]([CH3:23])[C:13]2=[O:22])[C:16]([CH3:21])=[N:17]1. (2) Given the reactants [Br:1][CH2:2][CH2:3][CH2:4]Br.C(=O)([O-])[O-].[K+].[K+].[OH:12][C:13]1[CH:18]=[CH:17][CH:16]=[CH:15][C:14]=1/[CH:19]=[CH:20]/[CH:21]([CH2:34][C:35]1[CH:40]=[CH:39][C:38]([C:41]([O:43][CH3:44])=[O:42])=[CH:37][CH:36]=1)[CH2:22][CH2:23][C:24]1[CH:33]=[CH:32][C:27]([C:28]([O:30][CH3:31])=[O:29])=[CH:26][CH:25]=1, predict the reaction product. The product is: [Br:1][CH2:2][CH2:3][CH2:4][O:12][C:13]1[CH:18]=[CH:17][CH:16]=[CH:15][C:14]=1/[CH:19]=[CH:20]/[CH:21]([CH2:34][C:35]1[CH:36]=[CH:37][C:38]([C:41]([O:43][CH3:44])=[O:42])=[CH:39][CH:40]=1)[CH2:22][CH2:23][C:24]1[CH:33]=[CH:32][C:27]([C:28]([O:30][CH3:31])=[O:29])=[CH:26][CH:25]=1. (3) Given the reactants N[C:2]1[CH:10]=[C:9]([Br:11])[CH:8]=[CH:7][C:3]=1[C:4]([OH:6])=O.S(Cl)(Cl)=[O:13].N1C=CC=CC=1.[F:22][C:23]([F:33])([F:32])[O:24][C:25]1[CH:30]=[CH:29][C:28]([NH2:31])=[CH:27][CH:26]=1, predict the reaction product. The product is: [Br:11][C:9]1[CH:8]=[CH:7][C:3]([C:4]([NH:31][C:28]2[CH:27]=[CH:26][C:25]([O:24][C:23]([F:32])([F:33])[F:22])=[CH:30][CH:29]=2)=[O:6])=[C:2]([OH:13])[CH:10]=1. (4) Given the reactants [H-].[Na+].[Cl:3][C:4]1[CH:9]=[CH:8][CH:7]=[CH:6][C:5]=1[CH2:10][C:11]#[N:12].[C:13]([O:17][C:18](=[O:26])[N:19]([CH2:23][CH2:24]Cl)[CH2:20][CH2:21]Cl)([CH3:16])([CH3:15])[CH3:14], predict the reaction product. The product is: [C:13]([O:17][C:18]([N:19]1[CH2:23][CH2:24][C:10]([C:5]2[CH:6]=[CH:7][CH:8]=[CH:9][C:4]=2[Cl:3])([C:11]#[N:12])[CH2:21][CH2:20]1)=[O:26])([CH3:16])([CH3:15])[CH3:14]. (5) Given the reactants [C:1]([O:5][C:6]([NH:8][CH2:9][C:10]1[C:11]([CH2:35][CH:36]([CH3:38])[CH3:37])=[N:12][C:13]([CH3:34])=[C:14]([C:26]=1[C:27]1[CH:32]=[CH:31][C:30]([CH3:33])=[CH:29][CH:28]=1)[C:15]([O:17][CH2:18][C:19]1[CH:24]=[CH:23][C:22](Br)=[CH:21][CH:20]=1)=[O:16])=[O:7])([CH3:4])([CH3:3])[CH3:2].[CH3:39][O:40][C:41]([C:43]1[CH:48]=[CH:47][C:46](B(O)O)=[CH:45][CH:44]=1)=[O:42].C(=O)([O-])[O-].[K+].[K+], predict the reaction product. The product is: [C:1]([O:5][C:6]([NH:8][CH2:9][C:10]1[C:11]([CH2:35][CH:36]([CH3:38])[CH3:37])=[N:12][C:13]([CH3:34])=[C:14]([C:26]=1[C:27]1[CH:32]=[CH:31][C:30]([CH3:33])=[CH:29][CH:28]=1)[C:15]([O:17][CH2:18][C:19]1[CH:24]=[CH:23][C:22]([C:46]2[CH:47]=[CH:48][C:43]([C:41]([O:40][CH3:39])=[O:42])=[CH:44][CH:45]=2)=[CH:21][CH:20]=1)=[O:16])=[O:7])([CH3:4])([CH3:3])[CH3:2]. (6) Given the reactants BrBr.S1C=CC(C=O)=C1C=O.Br[C:13]1[C:14]([CH:21]=[O:22])=[C:15]([CH:19]=[O:20])[S:16][C:17]=1[Br:18].C(Cl)Cl, predict the reaction product. The product is: [Br:18][C:17]1[S:16][C:15]([CH:19]=[O:20])=[C:14]([CH:21]=[O:22])[CH:13]=1. (7) The product is: [B-:23]1([F:26])([F:24])[N+:35]2=[C:32]([CH3:33])[CH:34]=[C:39]([CH3:1])[C:38]2=[C:40]([CH2:12][CH2:11][CH2:10][CH2:9][C:8]#[CH:7])[C:19]2[N:18]1[C:17]([CH3:16])=[CH:21][C:20]=2[CH3:22]. Given the reactants [C:1](Cl)(=O)C(Cl)=O.[C:7](O)(=O)[CH2:8][CH2:9][CH2:10][CH2:11][C:12]#C.[CH3:16][C:17]1[NH:18][CH:19]=[C:20]([CH3:22])[CH:21]=1.[B:23]([F:26])(F)[F:24].CCOCC.[CH:32]([N:35]([CH:38]([CH3:40])[CH3:39])CC)([CH3:34])[CH3:33], predict the reaction product.